Dataset: Forward reaction prediction with 1.9M reactions from USPTO patents (1976-2016). Task: Predict the product of the given reaction. Given the reactants [NH2:1][C:2]1[NH:6][N:5]=[C:4]([NH:7][C:8]2[CH:13]=[CH:12][CH:11]=[C:10]([O:14][CH3:15])[CH:9]=2)[C:3]=1[C:16]([NH2:18])=[O:17].[CH3:19][C:20]1[CH:21]=[C:22]([CH:25]=[C:26]([CH3:29])[C:27]=1[OH:28])[CH:23]=O.CN(C=O)C.[BH4-].[Na+], predict the reaction product. The product is: [OH:28][C:27]1[C:26]([CH3:29])=[CH:25][C:22]([CH2:23][NH:1][C:2]2[NH:6][N:5]=[C:4]([NH:7][C:8]3[CH:13]=[CH:12][CH:11]=[C:10]([O:14][CH3:15])[CH:9]=3)[C:3]=2[C:16]([NH2:18])=[O:17])=[CH:21][C:20]=1[CH3:19].